Dataset: Reaction yield outcomes from USPTO patents with 853,638 reactions. Task: Predict the reaction yield, written as a fraction of the theoretical maximum amount of product (1.0 means a 100% yield; for example, 0.34 means a 34% yield). (1) The reactants are [N:1]1[C:10]2[C:5](=[CH:6][C:7]([CH2:11][N:12]3[C:20]4[C:15](=[N:16][CH:17]=[C:18]([C:21](=[O:23])[CH3:22])[N:19]=4)[N:14]=[N:13]3)=[CH:8][CH:9]=2)[CH:4]=[CH:3][CH:2]=1.[CH3:24][Mg+].[Br-]. The catalyst is C1COCC1. The product is [N:1]1[C:10]2[C:5](=[CH:6][C:7]([CH2:11][N:12]3[C:20]4[C:15](=[N:16][CH:17]=[C:18]([C:21]([OH:23])([CH3:24])[CH3:22])[N:19]=4)[N:14]=[N:13]3)=[CH:8][CH:9]=2)[CH:4]=[CH:3][CH:2]=1. The yield is 0.0400. (2) The reactants are [CH3:1][C:2]1([C:7]2[CH:12]=[CH:11][CH:10]=[CH:9][C:8]=2Br)[O:6][CH2:5][CH2:4][O:3]1.C([Li])CCC.[CH3:19][C:20]1[C:21](=[O:28])[CH:22]([CH3:27])[CH:23]([CH3:26])[C:24]=1[CH3:25].C1(C)C=CC=CC=1. The catalyst is O1CCCC1.CCCCCC.O. The product is [CH3:1][C:2]1([C:7]2[CH:12]=[CH:11][CH:10]=[CH:9][C:8]=2[C:21]2([OH:28])[CH:22]([CH3:27])[CH:23]([CH3:26])[C:24]([CH3:25])=[C:20]2[CH3:19])[O:6][CH2:5][CH2:4][O:3]1. The yield is 0.350. (3) The reactants are [Cl:1][C:2]1[CH:3]=[C:4]([CH:8]=[C:9]([O:11][C:12]([F:15])([F:14])[F:13])[CH:10]=1)[CH2:5][C:6]#N.[OH2:16].[OH-:17].[K+]. The catalyst is CC(O)C. The product is [Cl:1][C:2]1[CH:3]=[C:4]([CH2:5][C:6]([OH:17])=[O:16])[CH:8]=[C:9]([O:11][C:12]([F:15])([F:14])[F:13])[CH:10]=1. The yield is 0.760. (4) The reactants are [CH3:1][CH:2]([CH3:9])[CH2:3][CH2:4][CH2:5][C:6](=[O:8])[CH3:7].[CH2:10]([O:12][C:13](=[O:19])[C:14](OCC)=[O:15])[CH3:11].CC[O-].[Na+]. No catalyst specified. The product is [CH2:10]([O:12][C:13](=[O:19])[C:14](=[O:15])[CH2:7][C:6](=[O:8])[CH2:5][CH2:4][CH2:3][CH:2]([CH3:9])[CH3:1])[CH3:11]. The yield is 0.469.